Predict the reaction yield, written as a fraction of the theoretical maximum amount of product (1.0 means a 100% yield; for example, 0.34 means a 34% yield). From a dataset of Reaction yield outcomes from USPTO patents with 853,638 reactions. (1) The reactants are [NH2:1][C@H:2]1[CH2:7][CH2:6][C@H:5]([NH:8][C:9]2[CH:10]=[C:11]([N:28]([CH:38]3[CH2:40][CH2:39]3)CC3C=CC(OC)=CC=3)[C:12]3[N:13]([C:15]([C:18]([NH:20][C:21]4[CH:26]=[CH:25][N:24]=[C:23]([Cl:27])[CH:22]=4)=[O:19])=[CH:16][N:17]=3)[N:14]=2)[CH2:4][CH2:3]1.C(O)(C(F)(F)F)=O. The catalyst is CN1C(=O)CCC1.CO. The product is [NH2:1][C@H:2]1[CH2:3][CH2:4][C@H:5]([NH:8][C:9]2[CH:10]=[C:11]([NH:28][CH:38]3[CH2:39][CH2:40]3)[C:12]3[N:13]([C:15]([C:18]([NH:20][C:21]4[CH:26]=[CH:25][N:24]=[C:23]([Cl:27])[CH:22]=4)=[O:19])=[CH:16][N:17]=3)[N:14]=2)[CH2:6][CH2:7]1. The yield is 0.523. (2) The reactants are Br[C:2]1[CH:3]=[C:4]2[C:9](=[CH:10][CH:11]=1)[N:8]=[CH:7][C:6]([C:12]([CH:14]1[CH2:16][CH2:15]1)=[O:13])=[C:5]2[NH:17][C:18]1[CH:23]=[CH:22][CH:21]=[C:20]([CH2:24][CH2:25][N:26]([CH3:28])[CH3:27])[CH:19]=1.[Cl:29][C:30]1[CH:35]=[C:34](B2OC(C)(C)C(C)(C)O2)[CH:33]=[C:32]([F:45])[C:31]=1[OH:46]. No catalyst specified. The product is [Cl:29][C:30]1[CH:35]=[C:34]([C:2]2[CH:3]=[C:4]3[C:9](=[CH:10][CH:11]=2)[N:8]=[CH:7][C:6]([C:12]([CH:14]2[CH2:15][CH2:16]2)=[O:13])=[C:5]3[NH:17][C:18]2[CH:23]=[CH:22][CH:21]=[C:20]([CH2:24][CH2:25][N:26]([CH3:28])[CH3:27])[CH:19]=2)[CH:33]=[C:32]([F:45])[C:31]=1[OH:46]. The yield is 0.920.